From a dataset of Reaction yield outcomes from USPTO patents with 853,638 reactions. Predict the reaction yield, written as a fraction of the theoretical maximum amount of product (1.0 means a 100% yield; for example, 0.34 means a 34% yield). (1) The reactants are [CH2:1]([O:8][C:9]1[CH:14]=[C:13](I)[CH:12]=[CH:11][C:10]=1[CH:16]=[CH:17][C:18]([O:20][CH3:21])=[O:19])[C:2]1[CH:7]=[CH:6][CH:5]=[CH:4][CH:3]=1.[CH3:22][C:23](CC1C=CC=C(B2OC(C)(C)C(C)(C)O2)C=1)([CH2:27][CH2:28][CH2:29][CH2:30][CH2:31]C)C(N)=O.O.[CH3:50][N:51]([CH3:54])[CH:52]=[O:53]. The catalyst is P([O-])([O-])([O-])=O.[K+].[K+].[K+].C1(P(C2C=CC=CC=2)C2C=CC=CC=2)C=CC=CC=1.C1(P(C2C=CC=CC=2)C2C=CC=CC=2)C=CC=CC=1.C1(P(C2C=CC=CC=2)C2C=CC=CC=2)C=CC=CC=1.C1(P(C2C=CC=CC=2)C2C=CC=CC=2)C=CC=CC=1.[Pd]. The product is [CH2:1]([O:8][C:9]1[CH:14]=[C:13]([C:2]2[CH:7]=[CH:6][CH:5]=[C:4]([CH2:50][N:51]([CH3:54])[C:52](=[O:53])[CH2:31][CH2:30][CH2:29][CH2:28][CH2:27][CH2:23][CH3:22])[CH:3]=2)[CH:12]=[CH:11][C:10]=1[CH:16]=[CH:17][C:18]([O:20][CH3:21])=[O:19])[C:2]1[CH:7]=[CH:6][CH:5]=[CH:4][CH:3]=1. The yield is 0.820. (2) The catalyst is CO. The product is [NH2:11][C@H:12]([C:14]([NH:16][C@H:17]([C:25]([O:27][C:28]([CH3:29])([CH3:31])[CH3:30])=[O:26])[CH2:18][C:19]1[CH:24]=[CH:23][CH:22]=[CH:21][CH:20]=1)=[O:15])[CH3:13]. The reactants are C1(COC([NH:11][C@H:12]([C:14]([NH:16][C@H:17]([C:25]([O:27][C:28]([CH3:31])([CH3:30])[CH3:29])=[O:26])[CH2:18][C:19]2[CH:24]=[CH:23][CH:22]=[CH:21][CH:20]=2)=[O:15])[CH3:13])=O)C=CC=CC=1. The yield is 1.00. (3) The reactants are [NH:1]([C:118]([CH3:120])=[O:119])[C@H:2]([C:10]([NH:12][C@H:13]([C:18]([NH:20][C@H:21]([C:26]([NH:28][C@H:29]([C:34]([NH:36][C@H:37]([C:45]([NH:47][C@H:48]([C:53]([NH:55][C@H:56]([C:61]([NH:63][C@H:64]([C:69]([NH:71][C@H:72]([C:80]([NH:82][C@H:83]([C:88]([NH:90][C@H:91]([C:96]([NH:98][C@H:99]([C:104]([NH:106][C@H:107]([C:115]([NH2:117])=[O:116])[CH2:108][CH2:109][CH2:110][NH:111][C:112](=[NH:114])[NH2:113])=[O:105])[CH2:100][CH:101]([CH3:103])[CH3:102])=[O:97])[CH2:92][C:93](=[O:95])[OH:94])=[O:89])[CH2:84][CH:85]([CH3:87])[CH3:86])=[O:81])[CH2:73][CH2:74][CH2:75][NH:76][C:77](=[NH:79])[NH2:78])=[O:70])[CH2:65][CH:66]([CH3:68])[CH3:67])=[O:62])[CH2:57][CH:58]([CH3:60])[CH3:59])=[O:54])[CH2:49][CH:50]([CH3:52])[CH3:51])=[O:46])[CH2:38][CH2:39][CH2:40][NH:41][C:42](=[NH:44])[NH2:43])=[O:35])[CH2:30][CH:31]([CH3:33])[CH3:32])=[O:27])[CH2:22][C:23](=[O:25])[OH:24])=[O:19])[CH2:14][CH:15]([CH3:17])[CH3:16])=[O:11])[CH2:3][CH2:4][CH2:5][NH:6][C:7](=[NH:9])[NH2:8].[ClH:121].C1COCC1. The catalyst is CC(OC)(C)C. The product is [NH:1]([C:118]([CH3:120])=[O:119])[C@H:2]([C:10]([NH:12][C@H:13]([C:18]([NH:20][C@H:21]([C:26]([NH:28][C@H:29]([C:34]([NH:36][C@H:37]([C:45]([NH:47][C@H:48]([C:53]([NH:55][C@H:56]([C:61]([NH:63][C@H:64]([C:69]([NH:71][C@H:72]([C:80]([NH:82][C@H:83]([C:88]([NH:90][C@H:91]([C:96]([NH:98][C@H:99]([C:104]([NH:106][C@H:107]([C:115]([NH2:117])=[O:116])[CH2:108][CH2:109][CH2:110][NH:111][C:112](=[NH:113])[NH2:114])=[O:105])[CH2:100][CH:101]([CH3:102])[CH3:103])=[O:97])[CH2:92][C:93](=[O:94])[OH:95])=[O:89])[CH2:84][CH:85]([CH3:87])[CH3:86])=[O:81])[CH2:73][CH2:74][CH2:75][NH:76][C:77](=[NH:78])[NH2:79])=[O:70])[CH2:65][CH:66]([CH3:67])[CH3:68])=[O:62])[CH2:57][CH:58]([CH3:59])[CH3:60])=[O:54])[CH2:49][CH:50]([CH3:51])[CH3:52])=[O:46])[CH2:38][CH2:39][CH2:40][NH:41][C:42](=[NH:43])[NH2:44])=[O:35])[CH2:30][CH:31]([CH3:33])[CH3:32])=[O:27])[CH2:22][C:23](=[O:24])[OH:25])=[O:19])[CH2:14][CH:15]([CH3:16])[CH3:17])=[O:11])[CH2:3][CH2:4][CH2:5][NH:6][C:7](=[NH:8])[NH2:9].[ClH:121].[ClH:121].[ClH:121].[ClH:121]. The yield is 0.280. (4) The reactants are [C:1]([C:3]1[C:4]([NH2:9])=[N:5][CH:6]=[CH:7][CH:8]=1)#[CH:2].[C:10]1([S:16][CH2:17][C:18]2[CH:23]=[CH:22][C:21]([CH2:24]C(Cl)=NO)=CC=2)[CH:15]=[CH:14][CH:13]=[CH:12][CH:11]=1.[CH2:29]([N:31](CC)CC)[CH3:30].[O:36]1CCCC1. No catalyst specified. The product is [C:17]1([S:16][C:10]2[CH:11]=[CH:12][C:13]([CH2:30][C:29]3[CH:2]=[C:1]([C:3]4[C:4]([NH2:9])=[N:5][CH:6]=[CH:7][CH:8]=4)[O:36][N:31]=3)=[CH:14][CH:15]=2)[CH:18]=[CH:23][CH:22]=[CH:21][CH:24]=1. The yield is 0.260. (5) The reactants are [NH2:1][C:2]1[CH:7]=[CH:6][C:5]([C:8]2[CH:13]=[CH:12][CH:11]=[C:10]([Cl:14])[CH:9]=2)=[CH:4][C:3]=1[CH:15]([OH:17])[CH3:16].Cl[C:19](Cl)([O:21]C(=O)OC(Cl)(Cl)Cl)Cl. The catalyst is C1COCC1. The product is [Cl:14][C:10]1[CH:9]=[C:8]([C:5]2[CH:6]=[CH:7][C:2]3[NH:1][C:19](=[O:21])[O:17][CH:15]([CH3:16])[C:3]=3[CH:4]=2)[CH:13]=[CH:12][CH:11]=1. The yield is 0.910. (6) The reactants are [O:1]1[CH2:6][CH2:5][O:4][C:3]2[CH:7]=[C:8]([C:11](=[O:13])[CH3:12])[CH:9]=[CH:10][C:2]1=2.[H-].[Na+].[N:16]1[CH:21]=[CH:20][CH:19]=[CH:18][C:17]=1[C:22](OCC)=[O:23]. The catalyst is C1COCC1. The product is [O:1]1[CH2:6][CH2:5][O:4][C:3]2[CH:7]=[C:8]([C:11](=[O:13])[CH2:12][C:22]([C:17]3[CH:18]=[CH:19][CH:20]=[CH:21][N:16]=3)=[O:23])[CH:9]=[CH:10][C:2]1=2. The yield is 0.710. (7) The reactants are [Li]CCCC.CCCCCC.Br[C:13]1[CH:14]=[C:15]([CH:18]2[O:22][CH2:21][CH2:20][O:19]2)[S:16][CH:17]=1.[Cl:23][C:24]1[CH:25]=[C:26]([C:30](=[O:54])[CH2:31][CH2:32][CH2:33][S:34][C:35]([C:48]2[CH:53]=[CH:52][CH:51]=[CH:50][CH:49]=2)([C:42]2[CH:47]=[CH:46][CH:45]=[CH:44][CH:43]=2)[C:36]2[CH:41]=[CH:40][CH:39]=[CH:38][CH:37]=2)[CH:27]=[CH:28][CH:29]=1. The catalyst is C1COCC1. The product is [Cl:23][C:24]1[CH:25]=[C:26]([C:30]([C:13]2[CH:14]=[C:15]([CH:18]3[O:22][CH2:21][CH2:20][O:19]3)[S:16][CH:17]=2)([OH:54])[CH2:31][CH2:32][CH2:33][S:34][C:35]([C:36]2[CH:41]=[CH:40][CH:39]=[CH:38][CH:37]=2)([C:42]2[CH:43]=[CH:44][CH:45]=[CH:46][CH:47]=2)[C:48]2[CH:53]=[CH:52][CH:51]=[CH:50][CH:49]=2)[CH:27]=[CH:28][CH:29]=1. The yield is 0.500. (8) The reactants are [Li][CH3:2].[CH3:3][C:4]1[C:9]([CH3:11])([CH3:10])[C:8](=[O:12])[CH2:7][C:6]([CH3:14])([CH3:13])[C:5]=1[C:15]([O:17][CH3:18])=[O:16]. The catalyst is C1COCC1. The product is [OH:12][C:8]1([CH3:2])[CH2:7][C:6]([CH3:13])([CH3:14])[C:5]([C:15]([O:17][CH3:18])=[O:16])=[C:4]([CH3:3])[C:9]1([CH3:10])[CH3:11]. The yield is 0.990. (9) The reactants are [NH2:1][C@@H:2]1[CH2:7][CH2:6][CH2:5][CH2:4][C@H:3]1[CH2:8][NH:9][C:10]1[C:15]([F:16])=[CH:14][N:13]=[C:12]([C:17]2[C:25]3[C:20](=[N:21][CH:22]=[C:23]([Cl:26])[CH:24]=3)[N:19](S(C3C=CC(C)=CC=3)(=O)=O)[CH:18]=2)[N:11]=1.[Li+].[OH-]. The catalyst is C1COCC1.CCOC(C)=O. The product is [NH2:1][C@@H:2]1[CH2:7][CH2:6][CH2:5][CH2:4][C@H:3]1[CH2:8][NH:9][C:10]1[C:15]([F:16])=[CH:14][N:13]=[C:12]([C:17]2[C:25]3[C:20](=[N:21][CH:22]=[C:23]([Cl:26])[CH:24]=3)[NH:19][CH:18]=2)[N:11]=1. The yield is 0.330. (10) The yield is 0.770. The catalyst is C1COCC1. The reactants are [CH2:1]([S:3]([C:6]1[CH:7]=[C:8]([C:12]2[C:17]3[C:18]4[CH:24]=[C:23]([CH3:25])[CH:22]=[N:21][C:19]=4[NH:20][C:16]=3[C:15]([C:26]#[N:27])=[N:14][CH:13]=2)[CH:9]=[CH:10][CH:11]=1)(=[O:5])=[O:4])[CH3:2].[OH-:28].[K+].OO. The product is [CH2:1]([S:3]([C:6]1[CH:7]=[C:8]([C:12]2[C:17]3[C:18]4[CH:24]=[C:23]([CH3:25])[CH:22]=[N:21][C:19]=4[NH:20][C:16]=3[C:15]([C:26]([NH2:27])=[O:28])=[N:14][CH:13]=2)[CH:9]=[CH:10][CH:11]=1)(=[O:4])=[O:5])[CH3:2].